From a dataset of Reaction yield outcomes from USPTO patents with 853,638 reactions. Predict the reaction yield, written as a fraction of the theoretical maximum amount of product (1.0 means a 100% yield; for example, 0.34 means a 34% yield). (1) The reactants are [F:1][C:2]1[CH:25]=[C:24]([N+:26]([O-:28])=[O:27])[CH:23]=[CH:22][C:3]=1[O:4][C:5]1[CH:10]=[CH:9][N:8]=[CH:7][C:6]=1[C:11]#[C:12][CH2:13][NH:14]C(=O)OC(C)(C)C.C(O)(C(F)(F)F)=O. The catalyst is C(Cl)Cl. The product is [F:1][C:2]1[CH:25]=[C:24]([N+:26]([O-:28])=[O:27])[CH:23]=[CH:22][C:3]=1[O:4][C:5]1[CH:10]=[CH:9][N:8]=[CH:7][C:6]=1[C:11]#[C:12][CH2:13][NH2:14]. The yield is 0.800. (2) The reactants are Br[C:2]1[CH:3]=[CH:4][C:5]2[O:11][CH2:10][CH2:9][N:8]3[CH:12]=[C:13]([C:15]4[N:19]([C:20]5[CH:25]=[CH:24][CH:23]=[CH:22][C:21]=5[Cl:26])[N:18]=[C:17]([NH2:27])[N:16]=4)[N:14]=[C:7]3[C:6]=2[CH:28]=1.[C:29]1(B(O)O)[CH:34]=[CH:33][CH:32]=[CH:31][CH:30]=1.C([O-])([O-])=O.[Cs+].[Cs+].O. The catalyst is O1CCOCC1.C1C=CC(P(C2C=CC=CC=2)[C-]2C=CC=C2)=CC=1.C1C=CC(P(C2C=CC=CC=2)[C-]2C=CC=C2)=CC=1.Cl[Pd]Cl.[Fe+2]. The product is [Cl:26][C:21]1[CH:22]=[CH:23][CH:24]=[CH:25][C:20]=1[N:19]1[C:15]([C:13]2[N:14]=[C:7]3[C:6]4[CH:28]=[C:2]([C:29]5[CH:34]=[CH:33][CH:32]=[CH:31][CH:30]=5)[CH:3]=[CH:4][C:5]=4[O:11][CH2:10][CH2:9][N:8]3[CH:12]=2)=[N:16][C:17]([NH2:27])=[N:18]1. The yield is 0.210.